This data is from Drug-target binding data from BindingDB using IC50 measurements. The task is: Regression. Given a target protein amino acid sequence and a drug SMILES string, predict the binding affinity score between them. We predict pIC50 (pIC50 = -log10(IC50 in M); higher means more potent). Dataset: bindingdb_ic50. (1) The compound is CC(C)C(=O)N(Cc1ccc(Cl)c(Cl)c1Cl)[C@H]1CCNC1. The target protein (P23975) has sequence MLLARMNPQVQPENNGADTGPEQPLRARKTAELLVVKERNGVQCLLAPRDGDAQPRETWGKKIDFLLSVVGFAVDLANVWRFPYLCYKNGGGAFLIPYTLFLIIAGMPLFYMELALGQYNREGAATVWKICPFFKGVGYAVILIALYVGFYYNVIIAWSLYYLFSSFTLNLPWTDCGHTWNSPNCTDPKLLNGSVLGNHTKYSKYKFTPAAEFYERGVLHLHESSGIHDIGLPQWQLLLCLMVVVIVLYFSLWKGVKTSGKVVWITATLPYFVLFVLLVHGVTLPGASNGINAYLHIDFYRLKEATVWIDAATQIFFSLGAGFGVLIAFASYNKFDNNCYRDALLTSSINCITSFVSGFAIFSILGYMAHEHKVNIEDVATEGAGLVFILYPEAISTLSGSTFWAVVFFVMLLALGLDSSMGGMEAVITGLADDFQVLKRHRKLFTFGVTFSTFLLALFCITKGGIYVLTLLDTFAAGTSILFAVLMEAIGVSWFYGVDR.... The pIC50 is 7.8. (2) The target protein (Q1W675) has sequence MLSRLFRMHGLFVASHPWEVIVGTVTLTICMMSMNMFTGNDKICGWNYECPKFEEDVLSSDIIILTITRCIAILYIYFQFQNLRQLGSKYILGIAGLFTIFSSFVFSTVVIHFLDKELTGLNEALPFFLLLIDLSRASALAKFALSSNSQDEVRENIARGMAILGPTFTLDALVECLVIGVGTMSGVRQLEIMCCFGCMSVLATYFVFMTFFPACVSLVLELSRESREGRPIWQLSHFARVLEGEENKPNPVTQRVKIIMSLGLVLVHAHSRWIADPSPQNSTADNSKVSLGLDENVSKRIEPSVSLWQFYLSKMISMDIEQVITLTLALLLAVKYIFFEQAETESTLSLKNPITSPVVTQKKVTDDCCRREPTLVRNDQKFHTVEEEARINRERKVEVIKPLVAETDTSSRPTFVVGNSTLDSSLELEMQEPEIQIPSEPRPNEECLQILGNAEKGAKFLSDAEIIQLVNAKHIPAYKLETLMETHERGVSIRRQLLSK.... The compound is C[C@H](CCC=C(CO)CO)[C@H]1C[C@@H](O)[C@@]2(C)C3=CC[C@H]4C(C)(C)C(=O)CC[C@]4(C)C3=CC[C@]12C. The pIC50 is 4.0. (3) The small molecule is CCS(=O)(=O)CCN(C(=O)Cc1ccc(F)c(C(F)(F)F)c1)[C@H](C)c1nc2ncccc2c(=O)n1-c1ccc(OCC(F)(F)F)cc1. The target protein (Q9JII9) has sequence MYLEVSERQVLDASDIAFLLENSTSPYDYGENESDFSDSPPCPQDFSLNFDRTFLPVLYSLLFLLGLLGNGAVAAVLLSQRTALSSTDTFLLHLAVADVLLVLTLPLWAVDAAAQWVFGSGLCKVAGALFNINFYAGAFLLACISFDRYLSIVHATQIYRRDPWVRVALTCIVVWGLCVLFALPDFIFLSASHDQRLNATHCQYNFPQVGRTALRVLQLVAGFLMPLLVMAYCYAHILAVLLVSRGQRRFRAMRLVVVVVVAFAVCWTPYHLVVLVDILMDVGVLARNCGRESHVDVAKSVTSGMGYMHCCLNPLLYAFVGVKFKEQMWMLLMRLGRSDQRGPQRQPSSSRRESSWSETTEASYLGL. The pIC50 is 8.4. (4) The small molecule is O=c1c2ccccc2c2cc(C(O)(C(F)(F)F)C(F)(F)F)ccc2n1CC1CC1. The pIC50 is 4.9. The target protein (P35398) has sequence MESAPAAPDPAASEPGSSGADAAAGSRETPLNQESARKSEPPAPVRRQSYSSTSRGISVTKKTHTSQIEIIPCKICGDKSSGIHYGVITCEGCKGFFRRSQQSNATYSCPRQKNCLIDRTSRNRCQHCRLQKCLAVGMSRDAVKFGRMSKKQRDSLYAEVQKHRMQQQQRDHQQQPGEAEPLTPTYNISANGLTELHDDLSNYIDGHTPEGSKADSAVSSFYLDIQPSPDQSGLDINGIKPEPICDYTPASGFFPYCSFTNGETSPTVSMAELEHLAQNISKSHLETCQYLREELQQITWQTFLQEEIENYQNKQREVMWQLCAIKITEAIQYVVEFAKRIDGFMELCQNDQIVLLKAGSLEVVFIRMCRAFDSQNNTVYFDGKYASPDVFKSLGCEDFISFVFEFGKSLCSMHLTEDEIALFSAFVLMSADRSWLQEKVKIEKLQQKIQLALQHVLQKNHREDGILTKLICKVSTLRALCGRHTEKLMAFKAIYPDIVR.... (5) The drug is Cc1noc(C)c1Cn1c(=O)c2cc(S(=O)(=O)NC3(C)CC3)ccc2n(Cc2ccc(F)cc2)c1=O. The target protein (Q86W56) has sequence MNAGPGCEPCTKRPRWGAATTSPAASDARSFPSRQRRVLDPKDAHVQFRVPPSSPACVPGRAGQHRGSATSLVFKQKTITSWMDTKGIKTAESESLDSKENNNTRIESMMSSVQKDNFYQHNVEKLENVSQLSLDKSPTEKSTQYLNQHQTAAMCKWQNEGKHTEQLLESEPQTVTLVPEQFSNANIDRSPQNDDHSDTDSEENRDNQQFLTTVKLANAKQTTEDEQAREAKSHQKCSKSCDPGEDCASCQQDEIDVVPESPLSDVGSEDVGTGPKNDNKLTRQESCLGNSPPFEKESEPESPMDVDNSKNSCQDSEADEETSPGFDEQEDGSSSQTANKPSRFQARDADIEFRKRYSTKGGEVRLHFQFEGGESRTGMNDLNAKLPGNISSLNVECRNSKQHGKKDSKITDHFMRLPKAEDRRKEQWETKHQRTERKIPKYVPPHLSPDKKWLGTPIEEMRRMPRCGIRLPLLRPSANHTVTIRVDLLRAGEVPKPFPT.... The pIC50 is 6.8.